From a dataset of Retrosynthesis with 50K atom-mapped reactions and 10 reaction types from USPTO. Predict the reactants needed to synthesize the given product. (1) Given the product CC(C)(CCc1ncc(-c2ccc([N+](=O)[O-])cc2)s1)C(=O)NS(=O)(=O)C(F)(F)F, predict the reactants needed to synthesize it. The reactants are: CC(C)(CCc1ncc(-c2ccc([N+](=O)[O-])cc2)s1)C(=O)O.NS(=O)(=O)C(F)(F)F. (2) Given the product COC[C@@H]1COC(=O)N1c1ccc(C(=O)N2CCN(c3ncc(C)cc3C)CC2)cn1, predict the reactants needed to synthesize it. The reactants are: CI.Cc1cnc(N2CCN(C(=O)c3ccc(N4C(=O)OC[C@H]4CO)nc3)CC2)c(C)c1. (3) Given the product CC#CCOc1cc(N(CCC)c2ccccc2)ncn1, predict the reactants needed to synthesize it. The reactants are: CC#CCOc1cc(Nc2ccccc2)ncn1.CCCI.